This data is from Full USPTO retrosynthesis dataset with 1.9M reactions from patents (1976-2016). The task is: Predict the reactants needed to synthesize the given product. Given the product [C:4]([Si:1]([CH3:3])([CH3:2])[O:8][CH2:9][C@@H:10]1[C@@H:11]([O:39][CH2:42][C:43]2[CH:48]=[CH:47][CH:46]=[CH:45][CH:44]=2)[C@H:12]([O:38][CH2:25][C:26]2[CH:31]=[CH:30][CH:29]=[CH:28][CH:27]=2)[C@@H:13]([O:37][CH2:14][C:18]2[CH:23]=[CH:22][CH:21]=[CH:20][CH:19]=2)[C@@:14]([C:18]2[CH:23]=[CH:22][C:21]([Cl:24])=[C:20]([CH2:25][C:26]3[CH:31]=[CH:30][C:29]([O:32][C:33]([F:36])([F:35])[F:34])=[CH:28][CH:27]=3)[CH:19]=2)([O:16][CH3:17])[O:15]1)([CH3:6])([CH3:7])[CH3:5], predict the reactants needed to synthesize it. The reactants are: [Si:1]([O:8][CH2:9][C@H:10]1[O:15][C@:14]([C:18]2[CH:23]=[CH:22][C:21]([Cl:24])=[C:20]([CH2:25][C:26]3[CH:31]=[CH:30][C:29]([O:32][C:33]([F:36])([F:35])[F:34])=[CH:28][CH:27]=3)[CH:19]=2)([O:16][CH3:17])[C@H:13]([OH:37])[C@@H:12]([OH:38])[C@@H:11]1[OH:39])([C:4]([CH3:7])([CH3:6])[CH3:5])([CH3:3])[CH3:2].[H-].[Na+].[CH2:42](Br)[C:43]1[CH:48]=[CH:47][CH:46]=[CH:45][CH:44]=1.